Dataset: Reaction yield outcomes from USPTO patents with 853,638 reactions. Task: Predict the reaction yield, written as a fraction of the theoretical maximum amount of product (1.0 means a 100% yield; for example, 0.34 means a 34% yield). The reactants are C([O:9][C@@H:10]1[CH2:14][C@@H:13](/[CH:15]=[CH:16]/[P:17]([O:22]CC)([O:19]CC)=[O:18])[O:12][C@H:11]1[N:25]1[C:29]2[N:30]=[CH:31][N:32]=[C:33]([NH2:34])[C:28]=2[N:27]=[N:26]1)(=O)C1C=CC=CC=1.C(NC1NC(=O)C2N=CN(C3C(OC(=O)C4C=CC=CC=4)CC(C=CP(O)(O)=O)O3)C=2N=1)(=O)C. No catalyst specified. The product is [NH2:34][C:33]1[C:28]2[N:27]=[N:26][N:25]([C@@H:11]3[O:12][C@H:13](/[CH:15]=[CH:16]/[P:17](=[O:18])([OH:19])[OH:22])[CH2:14][C@H:10]3[OH:9])[C:29]=2[N:30]=[CH:31][N:32]=1. The yield is 0.680.